This data is from Full USPTO retrosynthesis dataset with 1.9M reactions from patents (1976-2016). The task is: Predict the reactants needed to synthesize the given product. (1) Given the product [CH:39]1([NH:36][C:37]([C:2]2[N:3]=[CH:4][C:5]([O:32][CH3:33])=[C:6]3[C:10]([C:11](=[O:31])[C:12](=[O:13])[N:14]4[CH2:15][CH2:16][N:17]([C:20]5[N:24]([C:25]6[CH:30]=[CH:29][CH:28]=[CH:27][N:26]=6)[N:23]=[N:22][N:21]=5)[CH2:18][CH2:19]4)=[CH:9][NH:8][C:7]=23)=[O:41])[CH2:40][CH2:42]1, predict the reactants needed to synthesize it. The reactants are: Cl[C:2]1[N:3]=[CH:4][C:5]([O:32][CH3:33])=[C:6]2[C:10]([C:11](=[O:31])[C:12]([N:14]3[CH2:19][CH2:18][N:17]([C:20]4[N:24]([C:25]5[CH:30]=[CH:29][CH:28]=[CH:27][N:26]=5)[N:23]=[N:22][N:21]=4)[CH2:16][CH2:15]3)=[O:13])=[CH:9][NH:8][C:7]=12.C([N:36]([CH2:39][CH3:40])[CH2:37]C)C.[OH2:41].[CH:42]1(N)CC1. (2) The reactants are: [N:1]1[C:5]2[CH:6]=[CH:7][CH:8]=[CH:9][C:4]=2[NH:3][CH:2]=1.[CH3:10][O:11][C:12]1[CH:23]=[CH:22][C:15]([C:16]([O:18][CH2:19][CH2:20]Cl)=[O:17])=[CH:14][CH:13]=1. Given the product [CH3:10][O:11][C:12]1[CH:23]=[CH:22][C:15]([C:16]([O:18][CH2:19][CH2:20][N:1]2[C:5]3[CH:6]=[CH:7][CH:8]=[CH:9][C:4]=3[N:3]=[C:2]2[C:4]2[CH:9]=[CH:8][CH:7]=[CH:6][CH:5]=2)=[O:17])=[CH:14][CH:13]=1, predict the reactants needed to synthesize it. (3) Given the product [N:20]1[CH:19]=[C:18]([C:16]([NH:15][C:13]2[CH:14]=[C:9]([C:6]3[N:5]=[C:4]([CH2:3][NH:2][C:29](=[O:30])[O:31][C:32]4[CH:33]=[CH:34][C:35]([N+:38]([O-:40])=[O:39])=[CH:36][CH:37]=4)[O:8][N:7]=3)[CH:10]=[CH:11][C:12]=2[CH3:27])=[O:17])[N:22]2[CH:23]=[CH:24][CH:25]=[CH:26][C:21]=12, predict the reactants needed to synthesize it. The reactants are: Cl.[NH2:2][CH2:3][C:4]1[O:8][N:7]=[C:6]([C:9]2[CH:10]=[CH:11][C:12]([CH3:27])=[C:13]([NH:15][C:16]([C:18]3[N:22]4[CH:23]=[CH:24][CH:25]=[CH:26][C:21]4=[N:20][CH:19]=3)=[O:17])[CH:14]=2)[N:5]=1.Cl[C:29]([O:31][C:32]1[CH:37]=[CH:36][C:35]([N+:38]([O-:40])=[O:39])=[CH:34][CH:33]=1)=[O:30].